The task is: Regression. Given a peptide amino acid sequence and an MHC pseudo amino acid sequence, predict their binding affinity value. This is MHC class I binding data.. This data is from Peptide-MHC class I binding affinity with 185,985 pairs from IEDB/IMGT. (1) The peptide sequence is EEKAFSPEV. The MHC is HLA-B54:01 with pseudo-sequence HLA-B54:01. The binding affinity (normalized) is 0. (2) The peptide sequence is MSAEVAELY. The MHC is Mamu-A02 with pseudo-sequence Mamu-A02. The binding affinity (normalized) is 0.859. (3) The peptide sequence is AENVIVGLV. The MHC is HLA-B44:03 with pseudo-sequence HLA-B44:03. The binding affinity (normalized) is 0.461.